From a dataset of Catalyst prediction with 721,799 reactions and 888 catalyst types from USPTO. Predict which catalyst facilitates the given reaction. Reactant: [CH3:1][O:2][C:3]1[CH:4]=[C:5]2[C:10](=[CH:11][C:12]=1[O:13][CH3:14])[N:9]=[CH:8][CH:7]=[C:6]2[O:15][C:16]1[CH:22]=[CH:21][C:19]([NH2:20])=[C:18]([CH3:23])[C:17]=1[CH3:24].C(N(CC)CC)C.ClC(Cl)(O[C:36](=[O:42])OC(Cl)(Cl)Cl)Cl.[NH2:44][C:45]1[S:46][C:47]([C:50]([CH3:53])([CH3:52])[CH3:51])=[N:48][N:49]=1. Product: [C:50]([C:47]1[S:46][C:45]([NH:44][C:36]([NH:20][C:19]2[CH:21]=[CH:22][C:16]([O:15][C:6]3[C:5]4[C:10](=[CH:11][C:12]([O:13][CH3:14])=[C:3]([O:2][CH3:1])[CH:4]=4)[N:9]=[CH:8][CH:7]=3)=[C:17]([CH3:24])[C:18]=2[CH3:23])=[O:42])=[N:49][N:48]=1)([CH3:53])([CH3:52])[CH3:51]. The catalyst class is: 146.